This data is from Retrosynthesis with 50K atom-mapped reactions and 10 reaction types from USPTO. The task is: Predict the reactants needed to synthesize the given product. (1) Given the product CC(C)OCC(F)(F)COCc1ccc(Br)cc1, predict the reactants needed to synthesize it. The reactants are: CC(C)I.OCC(F)(F)COCc1ccc(Br)cc1. (2) The reactants are: CC(=O)NC(C)c1ccc2c(c1)CCNC2.O=C(O)c1ccc(OCC2CC2)cc1. Given the product CC(=O)NC(C)c1ccc2c(c1)CCN(C(=O)c1ccc(OCC3CC3)cc1)C2, predict the reactants needed to synthesize it.